This data is from Reaction yield outcomes from USPTO patents with 853,638 reactions. The task is: Predict the reaction yield, written as a fraction of the theoretical maximum amount of product (1.0 means a 100% yield; for example, 0.34 means a 34% yield). (1) The catalyst is CN(C=O)C.CCOC(C)=O. The product is [N:29]([CH2:12][C@@H:13]([NH:21][C:22](=[O:23])[O:24][C:25]([CH3:28])([CH3:27])[CH3:26])[CH2:14][C@H:15]1[CH2:20][CH2:19][CH2:18][O:17][CH2:16]1)=[N+:30]=[N-:31]. The reactants are CC1C=CC(S(O[CH2:12][C@@H:13]([NH:21][C:22]([O:24][C:25]([CH3:28])([CH3:27])[CH3:26])=[O:23])[CH2:14][C@H:15]2[CH2:20][CH2:19][CH2:18][O:17][CH2:16]2)(=O)=O)=CC=1.[N-:29]=[N+:30]=[N-:31].[Na+]. The yield is 0.640. (2) The reactants are Br[C:2]1[CH:7]=[CH:6][C:5]([C@H:8]2[CH2:13][N:12]([C:14]([O:16][C:17]([CH3:20])([CH3:19])[CH3:18])=[O:15])[CH2:11][CH2:10][N:9]2[C:21]([O:23][C:24]([CH3:27])([CH3:26])[CH3:25])=[O:22])=[CH:4][CH:3]=1.[NH:28]1[CH2:32][CH2:31][C@@H:30]([OH:33])[CH2:29]1.C(P(C(C)(C)C)C1C=CC=CC=1C1C=CC=CC=1)(C)(C)C.CC(C)([O-])C.[Na+]. The catalyst is C(O)(C)(C)C.C([O-])(=O)C.[Pd+2].C([O-])(=O)C.C(OCC)(=O)C. The product is [C:24]([O:23][C:21]([N:9]1[CH2:10][CH2:11][N:12]([C:14]([O:16][C:17]([CH3:20])([CH3:19])[CH3:18])=[O:15])[CH2:13][C@@H:8]1[C:5]1[CH:6]=[CH:7][C:2]([N:28]2[CH2:32][CH2:31][C@@H:30]([OH:33])[CH2:29]2)=[CH:3][CH:4]=1)=[O:22])([CH3:27])([CH3:26])[CH3:25]. The yield is 0.545. (3) The reactants are [CH3:1][N:2]1[CH2:7][CH2:6][NH:5][CH2:4][CH2:3]1.C([O-])([O-])=O.[K+].[K+].Br[CH2:15][C:16]([O:18][CH2:19][CH3:20])=[O:17]. The catalyst is CN(C=O)C. The product is [CH3:1][N:2]1[CH2:7][CH2:6][N:5]([CH2:15][C:16]([O:18][CH2:19][CH3:20])=[O:17])[CH2:4][CH2:3]1. The yield is 0.764. (4) The reactants are [H-].[Na+].[C:3]([C:5]1[CH:27]=[CH:26][C:8]([CH2:9][N:10]2[CH2:17][CH:16]3[O:18][CH:12]([CH2:13][N:14]([CH2:19][CH2:20][NH:21][S:22]([CH3:25])(=[O:24])=[O:23])[CH2:15]3)[CH2:11]2)=[CH:7][CH:6]=1)#[N:4].Br[CH2:29][C:30]1[CH:37]=[CH:36][C:33]([C:34]#[N:35])=[CH:32][CH:31]=1. The catalyst is O. The product is [C:34]([C:33]1[CH:36]=[CH:37][C:30]([CH2:29][N:21]([CH2:20][CH2:19][N:14]2[CH2:15][CH:16]3[O:18][CH:12]([CH2:11][N:10]([CH2:9][C:8]4[CH:7]=[CH:6][C:5]([C:3]#[N:4])=[CH:27][CH:26]=4)[CH2:17]3)[CH2:13]2)[S:22]([CH3:25])(=[O:24])=[O:23])=[CH:31][CH:32]=1)#[N:35]. The yield is 0.549. (5) The reactants are [CH:1]1([O:6][C:7]2[CH:8]=[C:9]([C:15]([C:17]3[CH:22]=[CH:21][CH:20]=[CH:19][CH:18]=3)=O)[CH:10]=[CH:11][C:12]=2[O:13][CH3:14])[CH2:5][CH2:4][CH2:3][CH2:2]1.C(OP([CH2:31][C:32]#[N:33])(=O)OCC)C.C[Si]([N-][Si](C)(C)C)(C)C.[Li+].COC1C=C(C(C2C=CC=C(OC)C=2)=CC#N)C=C(OC)C=1. The catalyst is C1COCC1. The product is [CH:1]1([O:6][C:7]2[CH:8]=[C:9]([C:15]([C:17]3[CH:22]=[CH:21][CH:20]=[CH:19][CH:18]=3)=[CH:31][C:32]#[N:33])[CH:10]=[CH:11][C:12]=2[O:13][CH3:14])[CH2:5][CH2:4][CH2:3][CH2:2]1. The yield is 0.760. (6) The reactants are [F:1][C:2]1[CH:3]=[C:4]([CH:29]=[C:30]([F:32])[CH:31]=1)[CH2:5][N:6]1[C:11](=[O:12])[CH:10]=[CH:9][C:8]([CH2:13][C:14]2[C:22]3[C:17](=[CH:18][CH:19]=[CH:20][CH:21]=3)[N:16]([CH2:23][C:24]([O:26]C)=[O:25])[C:15]=2[CH3:28])=[CH:7]1.O.[OH-].[Li+]. No catalyst specified. The product is [F:1][C:2]1[CH:3]=[C:4]([CH:29]=[C:30]([F:32])[CH:31]=1)[CH2:5][N:6]1[C:11](=[O:12])[CH:10]=[CH:9][C:8]([CH2:13][C:14]2[C:22]3[C:17](=[CH:18][CH:19]=[CH:20][CH:21]=3)[N:16]([CH2:23][C:24]([OH:26])=[O:25])[C:15]=2[CH3:28])=[CH:7]1. The yield is 0.570. (7) The reactants are [F:1][C:2]1[CH:7]=[CH:6][C:5]([C:8](=[O:17])[C:9]2[CH:14]=[CH:13][C:12]([O:15][CH3:16])=[CH:11][CH:10]=2)=[CH:4][C:3]=1[S:18](Cl)(=[O:20])=[O:19].[NH4+:22]. The catalyst is C(Cl)Cl. The product is [F:1][C:2]1[CH:7]=[CH:6][C:5]([C:8](=[O:17])[C:9]2[CH:14]=[CH:13][C:12]([O:15][CH3:16])=[CH:11][CH:10]=2)=[CH:4][C:3]=1[S:18]([NH2:22])(=[O:20])=[O:19]. The yield is 0.320. (8) The reactants are [Cl:1][C:2]1[S:3][C:4]([C:8]([OH:10])=O)=[C:5]([Cl:7])[N:6]=1.CCN(CC)CC.C1(P([N:32]=[N+:33]=[N-:34])(C2C=CC=CC=2)=O)C=CC=CC=1. The catalyst is C1(C)C=CC=CC=1. The product is [Cl:1][C:2]1[S:3][C:4]([C:8]([N:32]=[N+:33]=[N-:34])=[O:10])=[C:5]([Cl:7])[N:6]=1. The yield is 0.820. (9) The reactants are [C:1]([O:5][C:6]([N:8]1[CH2:11][CH:10]([CH:12]([NH2:14])[CH3:13])[CH2:9]1)=[O:7])([CH3:4])([CH3:3])[CH3:2].C(N(CC)C(C)C)(C)C.[Cl:24][C:25]1[CH:33]=[C:32]2[C:28]([C:29]([C:35]3[N:36]=[C:37]4[C:43]([C:44](O)=[O:45])=[CH:42][N:41]([CH2:47][O:48][CH2:49][CH2:50][Si:51]([CH3:54])([CH3:53])[CH3:52])[C:38]4=[N:39][CH:40]=3)=[N:30][N:31]2[CH3:34])=[CH:27][CH:26]=1.CN(C(ON1N=NC2C=CC=NC1=2)=[N+](C)C)C.F[P-](F)(F)(F)(F)F. The catalyst is CN(C=O)C. The product is [C:1]([O:5][C:6]([N:8]1[CH2:11][CH:10]([CH:12]([NH:14][C:44]([C:43]2[C:37]3[C:38](=[N:39][CH:40]=[C:35]([C:29]4[C:28]5[C:32](=[CH:33][C:25]([Cl:24])=[CH:26][CH:27]=5)[N:31]([CH3:34])[N:30]=4)[N:36]=3)[N:41]([CH2:47][O:48][CH2:49][CH2:50][Si:51]([CH3:54])([CH3:53])[CH3:52])[CH:42]=2)=[O:45])[CH3:13])[CH2:9]1)=[O:7])([CH3:4])([CH3:3])[CH3:2]. The yield is 0.940.